From a dataset of Catalyst prediction with 721,799 reactions and 888 catalyst types from USPTO. Predict which catalyst facilitates the given reaction. (1) Reactant: [NH2:1][C:2]1[CH:9]=[CH:8][C:5]([C:6]#[N:7])=[C:4]([C:10]([F:13])([F:12])[F:11])[CH:3]=1.[C:14](Cl)(Cl)=[S:15]. Product: [N:1]([C:2]1[CH:9]=[CH:8][C:5]([C:6]#[N:7])=[C:4]([C:10]([F:11])([F:12])[F:13])[CH:3]=1)=[C:14]=[S:15]. The catalyst class is: 6. (2) Reactant: C(N(CC)CC)C.[NH2:8][C:9]1[N:14]=[C:13](Cl)[C:12]([C:16](=O)[CH2:17][CH:18]2[CH2:22][O:21][C:20]([CH3:24])([CH3:23])[O:19]2)=[C:11]([Cl:26])[N:10]=1.Cl.[CH3:28][O:29][C:30]1[CH:38]=[CH:37][C:33]([CH2:34][NH:35][NH2:36])=[CH:32][CH:31]=1.C(O)(=O)CC(CC(O)=O)(C(O)=O)O. Product: [Cl:26][C:11]1[N:10]=[C:9]([NH2:8])[N:14]=[C:13]2[N:35]([CH2:34][C:33]3[CH:37]=[CH:38][C:30]([O:29][CH3:28])=[CH:31][CH:32]=3)[N:36]=[C:16]([CH2:17][CH:18]3[CH2:22][O:21][C:20]([CH3:24])([CH3:23])[O:19]3)[C:12]=12. The catalyst class is: 4. (3) Reactant: [Cl:1][C:2]1[CH:3]=[C:4]([CH:23]=[CH:24][CH:25]=1)[O:5][C:6]1[C:11]([O:12][CH2:13][CH2:14][CH2:15][C:16]2[CH:21]=[CH:20][N:19]=[CH:18][C:17]=2[NH2:22])=[CH:10][CH:9]=[CH:8][N:7]=1.[CH2:26]([S:28](Cl)(=[O:30])=[O:29])C. Product: [Cl:1][C:2]1[CH:3]=[C:4]([CH:23]=[CH:24][CH:25]=1)[O:5][C:6]1[C:11]([O:12][CH2:13][CH2:14][CH2:15][C:16]2[CH:21]=[CH:20][N:19]=[CH:18][C:17]=2[NH:22][S:28]([CH3:26])(=[O:30])=[O:29])=[CH:10][CH:9]=[CH:8][N:7]=1. The catalyst class is: 202. (4) Reactant: C([O:3][C:4](=[O:32])[CH2:5][C:6]1[CH:7]=[C:8]([C:14]2[CH:19]=[CH:18][C:17]([C:20]([F:23])([F:22])[F:21])=[CH:16][C:15]=2[CH2:24][O:25][C:26]2[CH:31]=[CH:30][CH:29]=[CH:28][CH:27]=2)[C:9]([O:12][CH3:13])=[CH:10][CH:11]=1)C.[OH-].[Li+]. Product: [CH3:13][O:12][C:9]1[C:8]([C:14]2[CH:19]=[CH:18][C:17]([C:20]([F:23])([F:22])[F:21])=[CH:16][C:15]=2[CH2:24][O:25][C:26]2[CH:27]=[CH:28][CH:29]=[CH:30][CH:31]=2)=[CH:7][C:6]([CH2:5][C:4]([OH:32])=[O:3])=[CH:11][CH:10]=1. The catalyst class is: 38. (5) Reactant: [CH3:1][C:2]1[CH:7]=[C:6]([N+:8]([O-:10])=[O:9])[C:5](Cl)=[CH:4][C:3]=1[OH:12].[C:13]([NH:16][C:17]1[CH:22]=[CH:21][C:20]([SH:23])=[CH:19][CH:18]=1)(=[O:15])[CH3:14].C(=O)([O-])[O-].[Cs+].[Cs+]. Product: [OH:12][C:3]1[C:2]([CH3:1])=[CH:7][C:6]([N+:8]([O-:10])=[O:9])=[C:5]([S:23][C:20]2[CH:19]=[CH:18][C:17]([NH:16][C:13](=[O:15])[CH3:14])=[CH:22][CH:21]=2)[CH:4]=1. The catalyst class is: 39. (6) Reactant: [Si:1]([O:8][CH2:9][C:10]1[CH:11]=[C:12]([CH:16]([OH:25])[C:17]2[N:18]=[CH:19][N:20]3[CH:24]=[CH:23][S:22][C:21]=23)[CH:13]=[N:14][CH:15]=1)([C:4]([CH3:7])([CH3:6])[CH3:5])([CH3:3])[CH3:2]. Product: [Si:1]([O:8][CH2:9][C:10]1[CH:11]=[C:12]([C:16]([C:17]2[N:18]=[CH:19][N:20]3[CH:24]=[CH:23][S:22][C:21]=23)=[O:25])[CH:13]=[N:14][CH:15]=1)([C:4]([CH3:5])([CH3:6])[CH3:7])([CH3:3])[CH3:2]. The catalyst class is: 327.